Dataset: Forward reaction prediction with 1.9M reactions from USPTO patents (1976-2016). Task: Predict the product of the given reaction. Given the reactants C(P(CCCC)CCCC)CCC.[CH2:14]([O:16][C@@H:17]([CH2:23][C:24]1[CH:29]=[CH:28][C:27]([OH:30])=[CH:26][CH:25]=1)[C:18]([O:20][CH2:21][CH3:22])=[O:19])[CH3:15].[Si:31]([CH2:38][O:39][CH2:40]/[CH:41]=[C:42](/[C:44]1[CH:49]=[CH:48][C:47]([C:50]2[CH:55]=[CH:54][C:53](/[C:56](/[CH3:60])=[CH:57]/[CH2:58]O)=[CH:52][CH:51]=2)=[CH:46][CH:45]=1)\[CH3:43])([C:34]([CH3:37])([CH3:36])[CH3:35])([CH3:33])[CH3:32], predict the reaction product. The product is: [CH2:21]([O:20][C:18](=[O:19])[C@@H:17]([O:16][CH2:14][CH3:15])[CH2:23][C:24]1[CH:25]=[CH:26][C:27]([O:30][CH2:58]/[CH:57]=[C:56](/[C:53]2[CH:54]=[CH:55][C:50]([C:47]3[CH:48]=[CH:49][C:44](/[C:42](/[CH3:43])=[CH:41]/[CH2:40][O:39][CH2:38][Si:31]([C:34]([CH3:37])([CH3:36])[CH3:35])([CH3:33])[CH3:32])=[CH:45][CH:46]=3)=[CH:51][CH:52]=2)\[CH3:60])=[CH:28][CH:29]=1)[CH3:22].